Dataset: Peptide-MHC class II binding affinity with 134,281 pairs from IEDB. Task: Regression. Given a peptide amino acid sequence and an MHC pseudo amino acid sequence, predict their binding affinity value. This is MHC class II binding data. (1) The peptide sequence is AEDVIPEGWKADTSY. The MHC is DRB1_0802 with pseudo-sequence DRB1_0802. The binding affinity (normalized) is 0.133. (2) The peptide sequence is GQVVTYALNTFTNLAVQL. The MHC is DRB1_0404 with pseudo-sequence DRB1_0404. The binding affinity (normalized) is 0.214. (3) The peptide sequence is GAMAKKGDEQKLRSA. The MHC is DRB1_1501 with pseudo-sequence DRB1_1501. The binding affinity (normalized) is 0.204. (4) The peptide sequence is QTYYLSMEYLQGRAL. The MHC is DRB3_0101 with pseudo-sequence DRB3_0101. The binding affinity (normalized) is 0.216. (5) The peptide sequence is HAAIGAYLEEQEQWK. The MHC is DRB1_0404 with pseudo-sequence DRB1_0404. The binding affinity (normalized) is 0.285. (6) The peptide sequence is LGFVFTLTVPSERGHHHHHH. The MHC is DRB1_1501 with pseudo-sequence DRB1_1501. The binding affinity (normalized) is 0.479.